From a dataset of Forward reaction prediction with 1.9M reactions from USPTO patents (1976-2016). Predict the product of the given reaction. (1) The product is: [O:1]1[C:5]2[CH:6]=[CH:7][C:8]([C:10]3([C:13]([NH:15][C:16]4[CH:21]=[CH:20][C:19]([CH2:22][C:23]5[CH:28]=[CH:27][C:26]([O:29][CH3:30])=[CH:25][CH:24]=5)=[CH:18][N:17]=4)=[O:14])[CH2:12][CH2:11]3)=[CH:9][C:4]=2[O:3][CH2:2]1. Given the reactants [O:1]1[C:5]2[CH:6]=[CH:7][C:8]([C:10]3([C:13]([NH:15][C:16]4[CH:21]=[CH:20][C:19]([CH2:22][C:23]5[CH:28]=[CH:27][CH:26]=[CH:25][CH:24]=5)=[CH:18][N:17]=4)=[O:14])[CH2:12][CH2:11]3)=[CH:9][C:4]=2[O:3][CH2:2]1.[O:29]1C2C=CC(C3(C(NC4C=CC(Br)=CN=4)=O)CC3)=CC=2O[CH2:30]1.[Cl-].COC1C=CC(C[Zn+])=CC=1, predict the reaction product. (2) Given the reactants [Si]([O:8][CH2:9][C:10]1[N:14]2[C:15](=[O:42])[N:16]([CH:18]3[CH2:23][CH2:22][N:21]([C:24](=[O:41])[CH2:25][CH2:26][S:27]([C:30]4[CH:39]=[CH:38][C:37]5[C:32](=[CH:33][CH:34]=[C:35]([Cl:40])[CH:36]=5)[CH:31]=4)(=[O:29])=[O:28])[CH2:20][CH2:19]3)[CH2:17][C:13]2=[CH:12][N:11]=1)(C(C)(C)C)(C)C.C1COCC1.O, predict the reaction product. The product is: [Cl:40][C:35]1[CH:36]=[C:37]2[C:32](=[CH:33][CH:34]=1)[CH:31]=[C:30]([S:27]([CH2:26][CH2:25][C:24]([N:21]1[CH2:20][CH2:19][CH:18]([N:16]3[CH2:17][C:13]4=[CH:12][N:11]=[C:10]([CH2:9][OH:8])[N:14]4[C:15]3=[O:42])[CH2:23][CH2:22]1)=[O:41])(=[O:28])=[O:29])[CH:39]=[CH:38]2. (3) Given the reactants [NH2:1][C@@H:2]1[CH2:7][CH2:6][N:5]([C:8]2[C:9]([Cl:24])=[C:10]([NH:16]C(=O)OC(C)(C)C)[CH:11]=[C:12]([C:14]#[N:15])[CH:13]=2)[CH2:4][C@H:3]1[OH:25].CCN(C(C)C)C(C)C.Cl[C:36]([O:38][CH2:39][CH3:40])=[O:37].C(O)(C(F)(F)F)=O, predict the reaction product. The product is: [NH2:16][C:10]1[C:9]([Cl:24])=[C:8]([N:5]2[CH2:6][CH2:7][C@@H:2]([NH:1][C:36](=[O:37])[O:38][CH2:39][CH3:40])[C@H:3]([OH:25])[CH2:4]2)[CH:13]=[C:12]([C:14]#[N:15])[CH:11]=1. (4) Given the reactants [CH3:1][C:2]1[CH:7]=[CH:6][C:5]([CH3:8])=[CH:4][C:3]=1[N:9]1[CH2:14][CH2:13][N:12]([C:15](=[O:29])[CH:16]([NH:19][S:20]([C:23]2[CH:28]=[CH:27][CH:26]=[CH:25][CH:24]=2)(=[O:22])=[O:21])[CH2:17]O)[CH2:11][CH2:10]1.C1(P(C2C=CC=CC=2)C2C=CC=CC=2)C=CC=CC=1.CCOC(/N=N/C(OCC)=O)=O, predict the reaction product. The product is: [C:23]1([S:20]([N:19]2[CH2:17][CH:16]2[C:15]([N:12]2[CH2:11][CH2:10][N:9]([C:3]3[CH:4]=[C:5]([CH3:8])[CH:6]=[CH:7][C:2]=3[CH3:1])[CH2:14][CH2:13]2)=[O:29])(=[O:22])=[O:21])[CH:28]=[CH:27][CH:26]=[CH:25][CH:24]=1. (5) Given the reactants [N:1]1([C:6]2C=CN=[C:8]([CH3:12])[CH:7]=2)[CH:5]=[CH:4][CH:3]=[CH:2]1.[Cl-].[Br:14][C:15]1[CH:16]=[C:17]([CH:24]=[CH:25][C:26]=1[F:27])[CH:18]=[N+:19]1[CH2:23][CH2:22][CH2:21][CH2:20]1.BrC1C=C(C=CC=1F)C=O.[NH:38]1CC[CH2:40][CH2:39]1, predict the reaction product. The product is: [Br:14][C:15]1[CH:16]=[C:17]([CH:18]([N:19]2[CH2:20][CH2:21][CH2:22][CH2:23]2)[C:5]2[N:1]([CH2:6][C:7]3[CH:8]=[CH:12][CH:40]=[CH:39][N:38]=3)[CH:2]=[CH:3][CH:4]=2)[CH:24]=[CH:25][C:26]=1[F:27]. (6) Given the reactants [CH3:1][C:2]1([CH3:8])[CH2:6][CH2:5][CH2:4][C:3]1=[O:7].C([N-]C(C)C)(C)C.[Li+].Cl[Si](C)(C)C.Cl[C:23]([CH3:26])([CH3:25])[CH3:24], predict the reaction product. The product is: [C:23]([CH:4]1[C:3](=[O:7])[C:2]([CH3:8])([CH3:1])[CH2:6][CH2:5]1)([CH3:26])([CH3:25])[CH3:24]. (7) Given the reactants [F:1][C:2]1[C:11]([CH3:12])=[CH:10][C:5]([C:6]([O:8][CH3:9])=[O:7])=[C:4]([N+:13]([O-])=O)[CH:3]=1, predict the reaction product. The product is: [NH2:13][C:4]1[CH:3]=[C:2]([F:1])[C:11]([CH3:12])=[CH:10][C:5]=1[C:6]([O:8][CH3:9])=[O:7].